Dataset: Forward reaction prediction with 1.9M reactions from USPTO patents (1976-2016). Task: Predict the product of the given reaction. (1) Given the reactants [Cl:1][C:2]1[CH:3]=[C:4]([CH:8]([NH:11][C:12]2[O:13][C:14]3[C:20]([O:21][CH3:22])=[CH:19][C:18]([C:23](O)=[O:24])=[CH:17][C:15]=3[N:16]=2)[CH2:9][F:10])[CH:5]=[CH:6][CH:7]=1.[CH3:26][CH:27]1[NH:34][CH2:33][CH:32]2[N:29]([CH2:30][CH2:31]2)[C:28]1=[O:35].C(N(CC)C(C)C)(C)C.CN(C(ON1N=NC2C=CC=NC1=2)=[N+](C)C)C.F[P-](F)(F)(F)(F)F, predict the reaction product. The product is: [Cl:1][C:2]1[CH:3]=[C:4]([CH:8]([NH:11][C:12]2[O:13][C:14]3[C:20]([O:21][CH3:22])=[CH:19][C:18]([C:23]([N:34]4[CH2:33][CH:32]5[N:29]([CH2:30][CH2:31]5)[C:28](=[O:35])[CH:27]4[CH3:26])=[O:24])=[CH:17][C:15]=3[N:16]=2)[CH2:9][F:10])[CH:5]=[CH:6][CH:7]=1. (2) Given the reactants [NH2:1][C:2]1[CH:3]=[C:4]([C:8](=[N:13][OH:14])[C:9]([F:12])([F:11])[F:10])[CH:5]=[CH:6][CH:7]=1.Br[CH2:16][CH2:17][O:18][CH2:19][CH2:20]Br.CCN(C(C)C)C(C)C, predict the reaction product. The product is: [F:10][C:9]([F:12])([F:11])[C:8]([C:4]1[CH:5]=[CH:6][CH:7]=[C:2]([N:1]2[CH2:20][CH2:19][O:18][CH2:17][CH2:16]2)[CH:3]=1)=[N:13][OH:14]. (3) Given the reactants [CH3:1][C:2]([O:5][C:6]([N:8]1[C@@H:12]2[CH2:13][C:14]([CH2:16][C@H:9]1[CH2:10][CH2:11]2)=O)=[O:7])([CH3:4])[CH3:3].[BH3-]C#[N:19].[Na+], predict the reaction product. The product is: [NH2:19][CH:14]1[CH2:16][CH:9]2[N:8]([C:6]([O:5][C:2]([CH3:4])([CH3:3])[CH3:1])=[O:7])[CH:12]([CH2:11][CH2:10]2)[CH2:13]1. (4) Given the reactants [Cl:1][C:2]1[CH:7]=[CH:6][C:5]([C:8]2[CH:12]([C:13]3[CH:18]=[CH:17][CH:16]=[CH:15][CH:14]=3)[CH2:11][NH:10][N:9]=2)=[CH:4][CH:3]=1.[CH3:19][S:20][C:21](=[N:24][S:25]([C:28]1[CH:33]=[CH:32][C:31]([Cl:34])=[CH:30][CH:29]=1)(=[O:27])=[O:26])SC.C(N(CC)CC)C, predict the reaction product. The product is: [CH3:19][S:20][C:21]([N:10]1[CH2:11][CH:12]([C:13]2[CH:14]=[CH:15][CH:16]=[CH:17][CH:18]=2)[C:8]([C:5]2[CH:4]=[CH:3][C:2]([Cl:1])=[CH:7][CH:6]=2)=[N:9]1)=[N:24][S:25]([C:28]1[CH:33]=[CH:32][C:31]([Cl:34])=[CH:30][CH:29]=1)(=[O:26])=[O:27].